Dataset: Catalyst prediction with 721,799 reactions and 888 catalyst types from USPTO. Task: Predict which catalyst facilitates the given reaction. (1) Reactant: [NH2:1][C:2]1[C:7]([N+:8]([O-:10])=[O:9])=[C:6](Cl)[N:5]=[CH:4][N:3]=1.[NH2:12][CH:13]([C:15]1[CH:20]=[CH:19][C:18]([OH:21])=[CH:17][CH:16]=1)[CH3:14].CCN(CC)CC.C(O)(=O)CC(CC(O)=O)(C(O)=O)O. Product: [NH2:1][C:2]1[N:3]=[CH:4][N:5]=[C:6]([NH:12][CH:13]([C:15]2[CH:20]=[CH:19][C:18]([OH:21])=[CH:17][CH:16]=2)[CH3:14])[C:7]=1[N+:8]([O-:10])=[O:9]. The catalyst class is: 3. (2) Reactant: CS([C:5]1[N:10]=[C:9]([CH2:11][CH2:12][CH2:13][OH:14])[CH:8]=[C:7]([C:15]2[CH:20]=[CH:19][C:18]([CH3:21])=[C:17]([CH3:22])[CH:16]=2)[N:6]=1)(=O)=O.[C-:23]#[N:24].[Na+].C(OCC)(=O)C. Product: [OH:14][CH2:13][CH2:12][CH2:11][C:9]1[CH:8]=[C:7]([C:15]2[CH:20]=[CH:19][C:18]([CH3:21])=[C:17]([CH3:22])[CH:16]=2)[N:6]=[C:5]([C:23]#[N:24])[N:10]=1. The catalyst class is: 16. (3) Reactant: [CH2:1]([O:8][CH:9]1[CH2:14][CH2:13][CH:12]([C:15]([NH2:17])=O)[CH2:11][CH2:10]1)[C:2]1[CH:7]=[CH:6][CH:5]=[CH:4][CH:3]=1.FC(F)(F)C(OC(=O)C(F)(F)F)=O.O. Product: [CH2:1]([O:8][CH:9]1[CH2:14][CH2:13][CH:12]([C:15]#[N:17])[CH2:11][CH2:10]1)[C:2]1[CH:7]=[CH:6][CH:5]=[CH:4][CH:3]=1. The catalyst class is: 1. (4) Reactant: P(Cl)(Cl)(Cl)=O.[N:6]1[CH:11]=[CH:10][CH:9]=[CH:8][C:7]=1[CH2:12][NH:13][C:14]([C:16]1[CH:21]=[CH:20][N:19]=[CH:18][CH:17]=1)=O. Product: [N:19]1[CH:20]=[CH:21][C:16]([C:14]2[N:6]3[CH:11]=[CH:10][CH:9]=[CH:8][C:7]3=[CH:12][N:13]=2)=[CH:17][CH:18]=1. The catalyst class is: 11.